Predict the product of the given reaction. From a dataset of Forward reaction prediction with 1.9M reactions from USPTO patents (1976-2016). Given the reactants [Cl:1][C:2]1[NH:3][C:4]2[CH:10]=[CH:9][CH:8]=[CH:7][C:5]=2[N:6]=1.[OH-].[Na+].S(OC)(O[CH3:17])(=O)=O, predict the reaction product. The product is: [Cl:1][C:2]1[N:6]([CH3:17])[C:5]2[CH:7]=[CH:8][CH:9]=[CH:10][C:4]=2[N:3]=1.